This data is from Catalyst prediction with 721,799 reactions and 888 catalyst types from USPTO. The task is: Predict which catalyst facilitates the given reaction. (1) Reactant: [Br:1][C:2]1[CH:3]=[C:4]2[CH:10]=[CH:9][NH:8][C:5]2=[N:6][CH:7]=1.[I:11]N1C(=O)CCC1=O. Product: [Br:1][C:2]1[CH:3]=[C:4]2[C:10]([I:11])=[CH:9][NH:8][C:5]2=[N:6][CH:7]=1. The catalyst class is: 68. (2) Reactant: C([O:3][C:4](=[O:24])[CH:5](C#N)[CH:6]([C:15]1[CH:20]=[CH:19][C:18]([Br:21])=[CH:17][CH:16]=1)[C:7]1[CH:12]=[CH:11][C:10]([Cl:13])=[C:9]([F:14])[CH:8]=1)C.C(O)(=O)C.S(=O)(=O)(O)O. Product: [Br:21][C:18]1[CH:17]=[CH:16][C:15]([CH:6]([C:7]2[CH:12]=[CH:11][C:10]([Cl:13])=[C:9]([F:14])[CH:8]=2)[CH2:5][C:4]([OH:24])=[O:3])=[CH:20][CH:19]=1. The catalyst class is: 6.